From a dataset of Forward reaction prediction with 1.9M reactions from USPTO patents (1976-2016). Predict the product of the given reaction. (1) Given the reactants [F:1][C:2]1[C:7]([CH3:8])=[CH:6][CH:5]=[C:4]([OH:9])[CH:3]=1.F[C:11]1[CH:18]=[CH:17][C:14]([CH:15]=[O:16])=[CH:13][CH:12]=1.C([O-])([O-])=O.[K+].[K+], predict the reaction product. The product is: [F:1][C:2]1[CH:3]=[C:4]([O:9][C:11]2[CH:18]=[CH:17][C:14]([CH:15]=[O:16])=[CH:13][CH:12]=2)[CH:5]=[CH:6][C:7]=1[CH3:8]. (2) Given the reactants S(=O)(=O)(O)[OH:2].[CH:6]1([C:9]2[CH:14]=[CH:13][C:12]([C:15]#[C:16][CH2:17][CH2:18][OH:19])=[CH:11][CH:10]=2)[CH2:8][CH2:7]1, predict the reaction product. The product is: [CH:6]1([C:9]2[CH:10]=[CH:11][C:12]([C:15](=[O:2])[CH2:16][CH2:17][CH2:18][OH:19])=[CH:13][CH:14]=2)[CH2:8][CH2:7]1.